The task is: Predict which catalyst facilitates the given reaction.. This data is from Catalyst prediction with 721,799 reactions and 888 catalyst types from USPTO. (1) Reactant: O1[C:5]2([CH2:10][CH2:9][CH:8]([C:11]3[CH:31]=[CH:30][C:14]([CH2:15][NH:16][C:17]([C:19]4[C:20]([CH3:29])=[N:21][C:22]5[C:27]([CH:28]=4)=[CH:26][CH:25]=[CH:24][N:23]=5)=[O:18])=[CH:13][CH:12]=3)[CH2:7][CH2:6]2)[O:4]CC1.Cl. Product: [CH3:29][C:20]1[C:19]([C:17]([NH:16][CH2:15][C:14]2[CH:13]=[CH:12][C:11]([CH:8]3[CH2:9][CH2:10][C:5](=[O:4])[CH2:6][CH2:7]3)=[CH:31][CH:30]=2)=[O:18])=[CH:28][C:27]2[C:22](=[N:23][CH:24]=[CH:25][CH:26]=2)[N:21]=1. The catalyst class is: 554. (2) Reactant: [CH3:1][CH:2]([NH2:9])[C:3]1[CH:8]=[CH:7][CH:6]=[CH:5][CH:4]=1.[CH3:10][O:11][CH:12]([O:15][CH3:16])[CH2:13]Br.C(=O)([O-])[O-].[K+].[K+].C(OCC)(=O)C. Product: [CH3:10][O:11][CH:12]([O:15][CH3:16])[CH2:13][NH:9][CH:2]([C:3]1[CH:8]=[CH:7][CH:6]=[CH:5][CH:4]=1)[CH3:1]. The catalyst class is: 10. (3) Reactant: [Cl:1][C:2]1[N:7]=[CH:6][C:5]([NH2:8])=[CH:4][CH:3]=1.[F:9][C:10]1[CH:17]=[C:16]([F:18])[CH:15]=[C:14]([F:19])[C:11]=1[CH:12]=O. Product: [Cl:1][C:2]1[N:7]=[CH:6][C:5](/[N:8]=[CH:12]/[C:11]2[C:10]([F:9])=[CH:17][C:16]([F:18])=[CH:15][C:14]=2[F:19])=[CH:4][CH:3]=1. The catalyst class is: 11. (4) Reactant: [CH:1]([O:4][C:5]1[NH:9][N:8]=[C:7]([NH2:10])[CH:6]=1)([CH3:3])[CH3:2].CCN(C(C)C)C(C)C.[Cl:20][C:21]1[N:26]=[C:25](Cl)[C:24]([Br:28])=[CH:23][N:22]=1. The catalyst class is: 1. Product: [Br:28][C:24]1[C:23]([NH:10][C:7]2[CH:6]=[C:5]([O:4][CH:1]([CH3:3])[CH3:2])[NH:9][N:8]=2)=[N:22][C:21]([Cl:20])=[N:26][CH:25]=1. (5) Reactant: [NH3:1].[OH:2][CH:3]([C:10]1[CH:15]=[CH:14][C:13]([C:16]2[N:20]=[C:19]([C:21]3[CH:26]=[C:25]([CH3:27])[N:24]=[C:23]([NH:28][CH:29]([CH3:31])[CH3:30])[N:22]=3)[O:18][N:17]=2)=[CH:12][CH:11]=1)[CH2:4]OS(C)(=O)=O. Product: [NH2:1][CH2:4][CH:3]([C:10]1[CH:11]=[CH:12][C:13]([C:16]2[N:20]=[C:19]([C:21]3[CH:31]=[C:29]([CH3:30])[N:28]=[C:23]([NH:24][CH:25]([CH3:26])[CH3:27])[N:22]=3)[O:18][N:17]=2)=[CH:14][CH:15]=1)[OH:2]. The catalyst class is: 5. (6) Reactant: [Cl:1][C:2]1[C:10]2[N:9]=[C:8]3[N:11]([C:15]4[CH:22]=[CH:21][C:18]([C:19]#[N:20])=[CH:17][C:16]=4[CH3:23])[CH2:12][CH2:13][CH2:14][N:7]3[C:6]=2[C:5]([CH:24]=[O:25])=[CH:4][CH:3]=1.C[Si](C)(C)[C:28]([F:31])([F:30])[F:29].[F-].C([N+](CCCC)(CCCC)CCCC)CCC.Cl. Product: [Cl:1][C:2]1[C:10]2[N:9]=[C:8]3[N:11]([C:15]4[CH:22]=[CH:21][C:18]([C:19]#[N:20])=[CH:17][C:16]=4[CH3:23])[CH2:12][CH2:13][CH2:14][N:7]3[C:6]=2[C:5]([CH:24]([OH:25])[C:28]([F:31])([F:30])[F:29])=[CH:4][CH:3]=1. The catalyst class is: 54. (7) Reactant: [Br:1][C:2]1[CH:7]=[CH:6][C:5]([N:8]2[C:12](=[O:13])[NH:11][N:10]=[CH:9]2)=[C:4]([F:14])[CH:3]=1.C(=O)([O-])[O-].[K+].[K+].Cl[CH2:22][C:23]#[N:24]. Product: [Br:1][C:2]1[CH:7]=[CH:6][C:5]([N:8]2[C:12](=[O:13])[N:11]([CH2:22][C:23]#[N:24])[N:10]=[CH:9]2)=[C:4]([F:14])[CH:3]=1. The catalyst class is: 9. (8) The catalyst class is: 423. Product: [O:23]=[C:8]1[C:5]2=[N:6][CH:7]=[C:2]([C:32]3[CH:33]=[C:34]([NH:38][CH:39]=[O:40])[CH:35]=[CH:36][CH:37]=3)[CH:3]=[C:4]2[CH2:10][N:9]1[CH2:11][C:12]1[CH:17]=[CH:16][C:15]([O:18][C:19]([F:22])([F:21])[F:20])=[CH:14][CH:13]=1. Reactant: Br[C:2]1[CH:3]=[C:4]2[CH2:10][N:9]([CH2:11][C:12]3[CH:17]=[CH:16][C:15]([O:18][C:19]([F:22])([F:21])[F:20])=[CH:14][CH:13]=3)[C:8](=[O:23])[C:5]2=[N:6][CH:7]=1.CC1(C)C(C)(C)OB([C:32]2[CH:33]=[C:34]([NH:38][CH:39]=[O:40])[CH:35]=[CH:36][CH:37]=2)O1.C(=O)([O-])[O-].[K+].[K+]. (9) Reactant: [Cl:1][C:2]1[CH:7]=[C:6]([NH:8][C:9]2[CH:14]=[CH:13][C:12]([N+:15]([O-:17])=[O:16])=[C:11]([F:18])[CH:10]=2)[CH:5]=[CH:4][N:3]=1.CI.[C:21]([O-])([O-])=O.[K+].[K+].CCOC(C)=O. Product: [Cl:1][C:2]1[CH:7]=[C:6]([N:8]([C:9]2[CH:14]=[CH:13][C:12]([N+:15]([O-:17])=[O:16])=[C:11]([F:18])[CH:10]=2)[CH3:21])[CH:5]=[CH:4][N:3]=1. The catalyst class is: 18.